From a dataset of Forward reaction prediction with 1.9M reactions from USPTO patents (1976-2016). Predict the product of the given reaction. (1) The product is: [CH3:25][O:24][C:22]([C:21]1[CH:20]=[CH:19][N:10]=[C:8]([S:9][CH3:11])[N:7]=1)([O:26][CH3:27])[CH3:23]. Given the reactants S(O)(O)(=O)=O.C[NH:7][C:8](=[NH:10])[SH:9].[C:11](=O)([O-])[O-].[Na+].[Na+].CO[CH:19]=[CH:20][C:21](=O)[C:22]([O:26][CH3:27])([O:24][CH3:25])[CH3:23], predict the reaction product. (2) Given the reactants [C:1]([O:4][C:5]1[CH:6]=[C:7]2[C:12](=[CH:13][CH:14]=1)[N:11]=[CH:10][N:9]=[C:8]2Cl)(=[O:3])[CH3:2].[Cl:16][C:17]1[CH:18]=[C:19]([NH2:24])[CH:20]=[CH:21][C:22]=1[F:23], predict the reaction product. The product is: [C:1]([O:4][C:5]1[CH:6]=[C:7]2[C:12](=[CH:13][CH:14]=1)[N:11]=[CH:10][N:9]=[C:8]2[NH:24][C:19]1[CH:20]=[CH:21][C:22]([F:23])=[C:17]([Cl:16])[CH:18]=1)(=[O:3])[CH3:2].